Dataset: Peptide-MHC class I binding affinity with 185,985 pairs from IEDB/IMGT. Task: Regression. Given a peptide amino acid sequence and an MHC pseudo amino acid sequence, predict their binding affinity value. This is MHC class I binding data. (1) The peptide sequence is AAAQGQAPL. The MHC is HLA-A26:01 with pseudo-sequence HLA-A26:01. The binding affinity (normalized) is 0.0847. (2) The peptide sequence is RTLLGLILFV. The MHC is H-2-Db with pseudo-sequence H-2-Db. The binding affinity (normalized) is 0.